This data is from Forward reaction prediction with 1.9M reactions from USPTO patents (1976-2016). The task is: Predict the product of the given reaction. (1) Given the reactants C(NC1C=CC([C:16]2[CH:24]=[C:23]3[C:19](C[N:21]([C@@H:26]([CH:31]([CH3:33])C)[C:27](OC)=[O:28])[C:22]3=[O:25])=[CH:18][CH:17]=2)=CC=1)(=O)C1C=CC=CC=1.[NH2:34][C:35]1[CH:40]=[CH:39][C:38]([C:41]2[CH:49]=[C:48]3[C:44]([CH2:45][N:46]([CH:51]4[CH2:56][CH2:55][CH2:54][CH:53]([C:57]([O:59][CH3:60])=[O:58])[CH2:52]4)[C:47]3=[O:50])=[CH:43][CH:42]=2)=[CH:37][CH:36]=1.CC1OC(C2C=CC=CC=2)=NC=1C(Cl)=O, predict the reaction product. The product is: [CH3:33][C:31]1[O:25][C:22]([C:23]2[CH:19]=[CH:18][CH:17]=[CH:16][CH:24]=2)=[N:21][C:26]=1[C:27]([NH:34][C:35]1[CH:36]=[CH:37][C:38]([C:41]2[CH:49]=[C:48]3[C:44]([CH2:45][N:46]([CH:51]4[CH2:56][CH2:55][CH2:54][CH:53]([C:57]([O:59][CH3:60])=[O:58])[CH2:52]4)[C:47]3=[O:50])=[CH:43][CH:42]=2)=[CH:39][CH:40]=1)=[O:28]. (2) Given the reactants [CH2:1]([O:8][C@@H:9]1[C@@H:14]([O:15][CH2:16][C:17]2[CH:22]=[CH:21][CH:20]=[CH:19][CH:18]=2)[C@H:13]([O:23][CH2:24][C:25]2[CH:30]=[CH:29][CH:28]=[CH:27][CH:26]=2)[C@@H:12]([CH2:31][O:32][CH2:33][C:34]2[CH:39]=[CH:38][CH:37]=[CH:36][CH:35]=2)[CH2:11][C:10]1([C:41]1[CH:46]=[CH:45][CH:44]=[C:43]([CH2:47][C:48]2[CH:53]=[CH:52][C:51]([O:54][CH3:55])=[CH:50][CH:49]=2)[CH:42]=1)[OH:40])[C:2]1[CH:7]=[CH:6][CH:5]=[CH:4][CH:3]=1.C(N(CC)CC)C.[C:63](Cl)(=[O:65])[CH3:64].C(=O)([O-])O.[Na+], predict the reaction product. The product is: [CH2:1]([O:8][C@@H:9]1[C@@H:14]([O:15][CH2:16][C:17]2[CH:18]=[CH:19][CH:20]=[CH:21][CH:22]=2)[C@H:13]([O:23][CH2:24][C:25]2[CH:30]=[CH:29][CH:28]=[CH:27][CH:26]=2)[C@@H:12]([CH2:31][O:32][CH2:33][C:34]2[CH:35]=[CH:36][CH:37]=[CH:38][CH:39]=2)[CH2:11][C:10]1([O:40][C:63](=[O:65])[CH3:64])[C:41]1[CH:46]=[CH:45][CH:44]=[C:43]([CH2:47][C:48]2[CH:49]=[CH:50][C:51]([O:54][CH3:55])=[CH:52][CH:53]=2)[CH:42]=1)[C:2]1[CH:3]=[CH:4][CH:5]=[CH:6][CH:7]=1. (3) The product is: [CH3:30][O:31][N:32]([CH3:33])[C:11]([C:7]1[CH:6]=[C:5]2[C:10](=[CH:9][CH:8]=1)[N:1]=[CH:2][CH:3]=[CH:4]2)=[O:13]. Given the reactants [N:1]1[C:10]2[C:5](=[CH:6][C:7]([C:11]([OH:13])=O)=[CH:8][CH:9]=2)[CH:4]=[CH:3][CH:2]=1.C(Cl)(=O)C(Cl)=O.CCN(C(C)C)C(C)C.Cl.[CH3:30][O:31][NH:32][CH3:33], predict the reaction product. (4) Given the reactants Br[C:2]1[CH:10]=[CH:9][CH:8]=[C:7]2[C:3]=1[CH:4]=[CH:5][N:6]2[CH3:11].C([Li])CCC.[B:17](OC(C)C)([O:22]C(C)C)[O:18]C(C)C.P(=O)(O)(O)O, predict the reaction product. The product is: [CH3:11][N:6]1[C:7]2[CH:8]=[CH:9][CH:10]=[C:2]([B:17]([OH:22])[OH:18])[C:3]=2[CH:4]=[CH:5]1. (5) The product is: [Cl:28][C:22]1[CH:23]=[C:24]([Cl:27])[CH:25]=[CH:26][C:21]=1[CH:19]([CH3:20])[C:18]([C:10]1[C:11]2[C:16](=[CH:15][CH:14]=[C:13]([F:17])[CH:12]=2)[NH:8][CH:9]=1)([OH:29])[C:31]([F:36])([F:35])[F:30]. Given the reactants C(OC([N:8]1[C:16]2[C:11](=[CH:12][C:13]([F:17])=[CH:14][CH:15]=2)[C:10]([C:18](=[O:29])[CH:19]([C:21]2[CH:26]=[CH:25][C:24]([Cl:27])=[CH:23][C:22]=2[Cl:28])[CH3:20])=[CH:9]1)=O)(C)(C)C.[F:30][C:31]([F:36])([F:35])C(O)=O.C([O-])([O-])=O.[Na+].[Na+], predict the reaction product. (6) Given the reactants C[O:2][C:3]1[CH:4]=[N:5][CH:6]=[C:7]([O:11][CH2:12]OC)[C:8]=1[CH:9]=[O:10].Cl.C([O-])([O-])=O.[K+].[K+], predict the reaction product. The product is: [OH:2][C:3]1[CH:4]=[N:5][CH:6]=[C:7]([O:11][CH3:12])[C:8]=1[CH:9]=[O:10]. (7) Given the reactants [Cl:1][C:2]1[CH:7]=[CH:6][CH:5]=[C:4]([Cl:8])[C:3]=1[C:9]1[S:10][C:11]2[C:16](S(C)(=O)=O)=[N:15][CH:14]=[N:13][C:12]=2[N:21]=1.ClC1C=C[CH:26]=[C:25](Cl)[C:24]=1[C:30]1SC2C(SC)=NC=NC=2[N:40]=1.ClC1C=C(C=CC=1)C(OO)=[O:46], predict the reaction product. The product is: [Cl:1][C:2]1[CH:7]=[CH:6][CH:5]=[C:4]([Cl:8])[C:3]=1[C:9]1[S:10][C:11]2[C:16]([NH:40][C:30]([CH:24]3[CH2:25][CH2:26]3)=[O:46])=[N:15][CH:14]=[N:13][C:12]=2[N:21]=1. (8) Given the reactants [CH2:1]([C:5]1[C:10]([CH2:11][NH:12][C:13](=[O:19])[O:14][C:15]([CH3:18])([CH3:17])[CH3:16])=[C:9]([C:20]2[CH:25]=[CH:24][C:23]([CH3:26])=[CH:22][CH:21]=2)[C:8]([CH2:27][O:28][C:29]2[CH:34]=[CH:33][CH:32]=[CH:31][C:30]=2[S:35][CH3:36])=[C:7]([CH3:37])[N:6]=1)[CH:2]([CH3:4])[CH3:3].I([O-])(=O)(=O)=[O:39].[Na+], predict the reaction product. The product is: [CH2:1]([C:5]1[C:10]([CH2:11][NH:12][C:13](=[O:19])[O:14][C:15]([CH3:16])([CH3:17])[CH3:18])=[C:9]([C:20]2[CH:21]=[CH:22][C:23]([CH3:26])=[CH:24][CH:25]=2)[C:8]([CH2:27][O:28][C:29]2[CH:34]=[CH:33][CH:32]=[CH:31][C:30]=2[S:35]([CH3:36])=[O:39])=[C:7]([CH3:37])[N:6]=1)[CH:2]([CH3:4])[CH3:3].